This data is from Peptide-MHC class I binding affinity with 185,985 pairs from IEDB/IMGT. The task is: Regression. Given a peptide amino acid sequence and an MHC pseudo amino acid sequence, predict their binding affinity value. This is MHC class I binding data. (1) The peptide sequence is ISGVFPVSI. The MHC is HLA-A32:01 with pseudo-sequence HLA-A32:01. The binding affinity (normalized) is 0.350. (2) The peptide sequence is YLYYPGRAH. The MHC is HLA-B07:02 with pseudo-sequence HLA-B07:02. The binding affinity (normalized) is 0.148.